This data is from Reaction yield outcomes from USPTO patents with 853,638 reactions. The task is: Predict the reaction yield, written as a fraction of the theoretical maximum amount of product (1.0 means a 100% yield; for example, 0.34 means a 34% yield). The catalyst is CN(C)C=O.O. The reactants are [CH2:1]([O:8][C@@H:9]([C:11]1[N:15]([CH2:16][CH2:17][CH3:18])[C:14](=[O:19])[NH:13][N:12]=1)[CH3:10])[C:2]1[CH:7]=[CH:6][CH:5]=[CH:4][CH:3]=1.[CH3:20][C:21]1[CH:28]=[CH:27][C:24]([CH2:25]Br)=[CH:23][CH:22]=1.C(=O)([O-])[O-].[K+].[K+]. The product is [CH2:1]([O:8][C@@H:9]([C:11]1[N:15]([CH2:16][CH2:17][CH3:18])[C:14](=[O:19])[N:13]([CH2:20][C:21]2[CH:28]=[CH:27][C:24]([CH3:25])=[CH:23][CH:22]=2)[N:12]=1)[CH3:10])[C:2]1[CH:7]=[CH:6][CH:5]=[CH:4][CH:3]=1. The yield is 0.570.